This data is from Peptide-MHC class I binding affinity with 185,985 pairs from IEDB/IMGT. The task is: Regression. Given a peptide amino acid sequence and an MHC pseudo amino acid sequence, predict their binding affinity value. This is MHC class I binding data. The peptide sequence is RTSWALCEAL. The MHC is HLA-B57:01 with pseudo-sequence HLA-B57:01. The binding affinity (normalized) is 0.312.